This data is from Reaction yield outcomes from USPTO patents with 853,638 reactions. The task is: Predict the reaction yield, written as a fraction of the theoretical maximum amount of product (1.0 means a 100% yield; for example, 0.34 means a 34% yield). (1) The yield is 0.470. The product is [OH:12][C:6]1[CH:5]=[C:4]([CH:9]=[C:8]([O:10][CH3:14])[C:7]=1[OH:11])[C:3]([O:2][CH3:1])=[O:13]. The catalyst is O. The reactants are [CH3:1][O:2][C:3](=[O:13])[C:4]1[CH:9]=[C:8]([OH:10])[C:7]([OH:11])=[C:6]([OH:12])[CH:5]=1.[CH3:14]OS(OC)(=O)=O.[OH-].[Na+].OS(O)(=O)=O. (2) The reactants are [Cl:1][C:2]1[CH:7]=[CH:6][C:5](/[C:8](/[CH3:24])=[CH:9]/[S:10]([NH:13][C:14]2[CH:19]=[CH:18][CH:17]=[CH:16][C:15]=2[S:20]([NH2:23])(=[O:22])=[O:21])(=[O:12])=[O:11])=[CH:4][CH:3]=1.ClC1C=CC(C(=C)CS(NC2C=CC=CC=2S(N)(=O)=O)(=O)=O)=CC=1. The catalyst is CCOC(C)=O. The product is [Cl:1][C:2]1[CH:7]=[CH:6][C:5]([CH:8]([CH3:24])[CH2:9][S:10]([NH:13][C:14]2[CH:19]=[CH:18][CH:17]=[CH:16][C:15]=2[S:20]([NH2:23])(=[O:22])=[O:21])(=[O:11])=[O:12])=[CH:4][CH:3]=1. The yield is 0.560. (3) The reactants are [CH3:1][O:2][C:3](=[O:17])[CH:4]=[CH:5][C:6]1[C:14]2[C:9](=[CH:10][CH:11]=[C:12]([O:15][CH3:16])[CH:13]=2)[NH:8][CH:7]=1. The catalyst is O1CCCC1.[Pd]. The product is [CH3:1][O:2][C:3](=[O:17])[CH2:4][CH2:5][C:6]1[C:14]2[C:9](=[CH:10][CH:11]=[C:12]([O:15][CH3:16])[CH:13]=2)[NH:8][CH:7]=1. The yield is 0.920.